This data is from Forward reaction prediction with 1.9M reactions from USPTO patents (1976-2016). The task is: Predict the product of the given reaction. Given the reactants I[C:2]1[CH:3]=[C:4]([CH:7]=[CH:8][C:9]=1[N+:10]([O-:12])=[O:11])[C:5]#[N:6].C(=O)=O.C(O)(C)C.C1([Mg]Br)C=CC=CC=1.[CH:28](=[O:32])[CH:29]([CH3:31])[CH3:30], predict the reaction product. The product is: [C:5]([C:4]1[CH:7]=[CH:8][C:9]([N+:10]([O-:12])=[O:11])=[C:2]([CH:28]([OH:32])[CH:29]([CH3:31])[CH3:30])[CH:3]=1)#[N:6].